Predict the product of the given reaction. From a dataset of Forward reaction prediction with 1.9M reactions from USPTO patents (1976-2016). (1) Given the reactants [C:1]([N:5]1[CH:9]=[C:8]([NH:10][C:11]([NH:13][C:14]2[CH:19]=[C:18]([C:20]3[C:31](=[O:32])[N:30]([CH3:33])[C:23]4[N:24]=[C:25](SC)[N:26]=[CH:27][C:22]=4[CH:21]=3)[C:17]([F:34])=[CH:16][C:15]=2[F:35])=[O:12])[CH:7]=[N:6]1)([CH3:4])([CH3:3])[CH3:2].[CH3:36][NH2:37].C1COCC1, predict the reaction product. The product is: [C:1]([N:5]1[CH:9]=[C:8]([NH:10][C:11]([NH:13][C:14]2[CH:19]=[C:18]([C:20]3[C:31](=[O:32])[N:30]([CH3:33])[C:23]4[N:24]=[C:25]([NH:37][CH3:36])[N:26]=[CH:27][C:22]=4[CH:21]=3)[C:17]([F:34])=[CH:16][C:15]=2[F:35])=[O:12])[CH:7]=[N:6]1)([CH3:4])([CH3:3])[CH3:2]. (2) Given the reactants [Cl:1][C:2]1[CH:7]=[CH:6][C:5]([NH:8][C:9]([NH:11][C:12]2[CH:17]=[CH:16][C:15]([N:18]3[C:26](I)=[N:25][C:24]4[C:19]3=[N:20][CH:21]=[N:22][C:23]=4[NH:28][CH3:29])=[CH:14][CH:13]=2)=[O:10])=[CH:4][C:3]=1[C:30]([F:33])([F:32])[F:31].[CH3:34][O:35][CH2:36][CH2:37][OH:38], predict the reaction product. The product is: [Cl:1][C:2]1[CH:7]=[CH:6][C:5]([NH:8][C:9]([NH:11][C:12]2[CH:17]=[CH:16][C:15]([N:18]3[C:26]([O:38][CH2:37][CH2:36][O:35][CH3:34])=[N:25][C:24]4[C:19]3=[N:20][CH:21]=[N:22][C:23]=4[NH:28][CH3:29])=[CH:14][CH:13]=2)=[O:10])=[CH:4][C:3]=1[C:30]([F:33])([F:32])[F:31].